From a dataset of Reaction yield outcomes from USPTO patents with 853,638 reactions. Predict the reaction yield, written as a fraction of the theoretical maximum amount of product (1.0 means a 100% yield; for example, 0.34 means a 34% yield). (1) The reactants are C1(S([N:10]2[C:14]3=[N:15][CH:16]=[C:17]([CH2:19][C:20]4[CH:25]=[CH:24][CH:23]=[CH:22][CH:21]=4)[CH:18]=[C:13]3[C:12]([C:26]3[CH:27]=[N:28][N:29]([CH3:31])[CH:30]=3)=[CH:11]2)(=O)=O)C=CC=CC=1.[OH-].[Na+]. The catalyst is CCO.CCOC(C)=O.[Cl-].[Na+].O. The product is [CH2:19]([C:17]1[CH:18]=[C:13]2[C:12]([C:26]3[CH:27]=[N:28][N:29]([CH3:31])[CH:30]=3)=[CH:11][NH:10][C:14]2=[N:15][CH:16]=1)[C:20]1[CH:25]=[CH:24][CH:23]=[CH:22][CH:21]=1. The yield is 0.700. (2) The reactants are [CH3:1][O:2][C:3]1[CH:12]=[C:11]2[C:6]([CH2:7][CH2:8][CH2:9][C:10]2([CH3:14])[CH3:13])=[CH:5][CH:4]=1.C(O)(=[O:17])C. The catalyst is O.[O-2].[O-2].[O-2].[Cr+6]. The product is [CH3:1][O:2][C:3]1[CH:12]=[C:11]2[C:6](=[CH:5][CH:4]=1)[C:7](=[O:17])[CH2:8][CH2:9][C:10]2([CH3:14])[CH3:13]. The yield is 0.930. (3) The reactants are [CH:1](=[O:3])[CH3:2].[CH:4]1[CH:9]=[CH:8][CH:7]=[CH:6][CH:5]=1.C1(C=O)CCCC1. No catalyst specified. The product is [CH:6]1(/[CH:5]=[CH:2]/[CH:1]=[O:3])[CH2:7][CH2:8][CH2:9][CH2:4]1. The yield is 0.580. (4) The reactants are [Cl:1][C:2]1[C:10]2[C:5](=[CH:6][C:7]([S:11]([N:14]3[CH2:19][C:18](=[O:20])[N:17]([CH2:21][CH:22]4[CH2:27][CH2:26][N:25]([C:28]5[CH:33]=[CH:32][C:31](=[O:34])[N:30]([CH3:35])[N:29]=5)[CH2:24][CH2:23]4)[CH:16]([C:36](O)=[O:37])[CH2:15]3)(=[O:13])=[O:12])=[CH:8][CH:9]=2)[NH:4][CH:3]=1.C(N(CC)CC)C.[CH2:46]([CH2:48][NH2:49])[OH:47].F[P-](F)(F)(F)(F)F.N1(O[P+](N2CCCC2)(N2CCCC2)N2CCCC2)C2C=CC=CC=2N=N1. The catalyst is CN(C)C=O. The product is [OH:47][CH2:46][CH2:48][NH:49][C:36]([CH:16]1[CH2:15][N:14]([S:11]([C:7]2[CH:6]=[C:5]3[C:10]([C:2]([Cl:1])=[CH:3][NH:4]3)=[CH:9][CH:8]=2)(=[O:13])=[O:12])[CH2:19][C:18](=[O:20])[N:17]1[CH2:21][CH:22]1[CH2:27][CH2:26][N:25]([C:28]2[CH:33]=[CH:32][C:31](=[O:34])[N:30]([CH3:35])[N:29]=2)[CH2:24][CH2:23]1)=[O:37]. The yield is 0.780. (5) The reactants are [CH3:1][CH:2]([C:6]1[CH:7]=[C:8]([CH:14]=[CH:15][C:16]=1[OH:17])[C:9]([O:11]CC)=[O:10])[C:3]([CH3:5])=[CH2:4].[OH-].[K+]. The catalyst is CO.O. The product is [CH3:1][CH:2]([C:6]1[CH:7]=[C:8]([CH:14]=[CH:15][C:16]=1[OH:17])[C:9]([OH:11])=[O:10])[C:3]([CH3:5])=[CH2:4]. The yield is 0.510. (6) The yield is 1.00. The product is [F:1][CH2:2][CH2:3][N:4]1[CH2:13][CH2:12][C:11]2[C:6](=[CH:7][C:8]([NH2:16])=[C:9]([O:14][CH3:15])[CH:10]=2)[CH2:5]1. The reactants are [F:1][CH2:2][CH2:3][N:4]1[CH2:13][CH2:12][C:11]2[C:6](=[CH:7][C:8]([N+:16]([O-])=O)=[C:9]([O:14][CH3:15])[CH:10]=2)[CH2:5]1.[H][H]. The catalyst is C(OCC)(=O)C.[Pd].CO. (7) The reactants are [CH3:1][O:2][CH2:3][CH2:4][O:5][C:6]1[CH:7]=[C:8]2[C:12](=[C:13]([N+:15]([O-:17])=[O:16])[CH:14]=1)[NH:11][C:10]([C:18]([O:20][CH2:21][CH3:22])=[O:19])=[CH:9]2.[C:23](=O)([OH:29])[O:24][C:25]([CH3:28])([CH3:27])[CH3:26].O1CCCC1. The catalyst is CN(C1C=CN=CC=1)C.C(OCC)(=O)C.O. The product is [CH3:1][O:2][CH2:3][CH2:4][O:5][C:6]1[CH:7]=[C:8]2[C:12](=[C:13]([N+:15]([O-:17])=[O:16])[CH:14]=1)[N:11]([C:23]([O:24][C:25]([CH3:28])([CH3:27])[CH3:26])=[O:29])[C:10]([C:18]([O:20][CH2:21][CH3:22])=[O:19])=[CH:9]2. The yield is 0.960. (8) The reactants are [CH:1]([O:4][C:5]1[CH:12]=[CH:11][C:8]([CH:9]=O)=[CH:7][CH:6]=1)([CH3:3])[CH3:2].[NH2:13][C:14]1[N:15]=[N:16][C:17]([CH3:20])=[CH:18][CH:19]=1.C([O:23][C:24](=O)[C:25]([OH:38])=[CH:26][C:27]([C:29]1[CH:34]=[CH:33][C:32]([CH:35]([CH3:37])[CH3:36])=[CH:31][CH:30]=1)=[O:28])C. No catalyst specified. The product is [OH:38][C:25]1[C:24](=[O:23])[N:13]([C:14]2[N:15]=[N:16][C:17]([CH3:20])=[CH:18][CH:19]=2)[CH:9]([C:8]2[CH:11]=[CH:12][C:5]([O:4][CH:1]([CH3:3])[CH3:2])=[CH:6][CH:7]=2)[C:26]=1[C:27](=[O:28])[C:29]1[CH:34]=[CH:33][C:32]([CH:35]([CH3:37])[CH3:36])=[CH:31][CH:30]=1. The yield is 0.120.